Dataset: Forward reaction prediction with 1.9M reactions from USPTO patents (1976-2016). Task: Predict the product of the given reaction. (1) Given the reactants [O:1]1[C:6]2[CH:7]=[CH:8][C:9]([C:11]([C:13]3[C:22](=[O:23])[C:21]4[C:16](=[CH:17][CH:18]=[CH:19][CH:20]=4)[NH:15][CH:14]=3)=[O:12])=[CH:10][C:5]=2[O:4][CH2:3][CH2:2]1.[Br:24][C:25]1[CH:30]=[CH:29][CH:28]=[C:27]([CH2:31]Br)[CH:26]=1, predict the reaction product. The product is: [Br:24][C:25]1[CH:26]=[C:27]([CH:28]=[CH:29][CH:30]=1)[CH2:31][N:15]1[C:16]2[C:21](=[CH:20][CH:19]=[CH:18][CH:17]=2)[C:22](=[O:23])[C:13]([C:11]([C:9]2[CH:8]=[CH:7][C:6]3[O:1][CH2:2][CH2:3][O:4][C:5]=3[CH:10]=2)=[O:12])=[CH:14]1. (2) Given the reactants Br[C:2]1[CH:3]=[C:4]([N:16]2[C:20]3[CH:21]=[CH:22][C:23]([C:25]4[CH:26]=[N:27][N:28]([CH3:30])[CH:29]=4)=[CH:24][C:19]=3[N:18]=[CH:17]2)[CH:5]=[C:6]([C:8]2[CH:13]=[CH:12][C:11]([F:14])=[CH:10][C:9]=2[F:15])[CH:7]=1.[S:31]1[CH:35]=[CH:34][N:33]=[C:32]1[NH2:36], predict the reaction product. The product is: [F:15][C:9]1[CH:10]=[C:11]([F:14])[CH:12]=[CH:13][C:8]=1[C:6]1[CH:5]=[C:4]([N:16]2[C:20]3[CH:21]=[CH:22][C:23]([C:25]4[CH:26]=[N:27][N:28]([CH3:30])[CH:29]=4)=[CH:24][C:19]=3[N:18]=[CH:17]2)[CH:3]=[C:2]([NH:36][C:32]2[S:31][CH:35]=[CH:34][N:33]=2)[CH:7]=1. (3) Given the reactants [CH2:1]([N:8]([CH2:19][C:20]1[CH:33]=[CH:32][C:23]([O:24][C:25]2[CH:26]=[C:27]([OH:31])[CH:28]=[CH:29][CH:30]=2)=[CH:22][CH:21]=1)[C:9]1[CH:14]=[CH:13][CH:12]=[C:11]([N+:15]([O-:17])=[O:16])[C:10]=1[CH3:18])[C:2]1[CH:7]=[CH:6][CH:5]=[CH:4][CH:3]=1.O[CH2:35][CH2:36][N:37]1[C:41](=[O:42])[C:40]2=[CH:43][CH:44]=[CH:45][CH:46]=[C:39]2[C:38]1=[O:47], predict the reaction product. The product is: [CH2:1]([N:8]([CH2:19][C:20]1[CH:33]=[CH:32][C:23]([O:24][C:25]2[CH:26]=[C:27]([CH:28]=[CH:29][CH:30]=2)[O:31][CH2:35][CH2:36][N:37]2[C:38](=[O:47])[C:39]3[C:40](=[CH:43][CH:44]=[CH:45][CH:46]=3)[C:41]2=[O:42])=[CH:22][CH:21]=1)[C:9]1[CH:14]=[CH:13][CH:12]=[C:11]([N+:15]([O-:17])=[O:16])[C:10]=1[CH3:18])[C:2]1[CH:3]=[CH:4][CH:5]=[CH:6][CH:7]=1. (4) The product is: [C:1]([O:5][C:6](=[O:21])[CH2:7][O:8][CH2:9][CH2:10][O:11][CH2:12][CH2:13][O:14][CH2:15][CH2:16][O:17][CH2:18][CH2:19][N:20]=[C:22]=[O:23])([CH3:4])([CH3:2])[CH3:3]. Given the reactants [C:1]([O:5][C:6](=[O:21])[CH2:7][O:8][CH2:9][CH2:10][O:11][CH2:12][CH2:13][O:14][CH2:15][CH2:16][O:17][CH2:18][CH2:19][NH2:20])([CH3:4])([CH3:3])[CH3:2].[C:22](Cl)(Cl)=[O:23].C(N(CC)CC)C, predict the reaction product. (5) Given the reactants [N:1]1[CH:6]=[CH:5][CH:4]=[CH:3][C:2]=1[C:7]1[N:11]=[C:10]([C:12]2[CH:17]=[C:16]([OH:18])[CH:15]=[C:14]([C:19]#[N:20])[CH:13]=2)[O:9][N:8]=1.C(=O)([O-])[O-].[K+].[K+].I[CH2:28][C:29]([F:32])([F:31])[F:30], predict the reaction product. The product is: [N:1]1[CH:6]=[CH:5][CH:4]=[CH:3][C:2]=1[C:7]1[N:11]=[C:10]([C:12]2[CH:17]=[C:16]([O:18][CH2:28][C:29]([F:32])([F:31])[F:30])[CH:15]=[C:14]([C:19]#[N:20])[CH:13]=2)[O:9][N:8]=1. (6) Given the reactants [NH2:1][C@H:2]1[CH2:6][N:5]([C:7]([O:9][C:10]([CH3:13])([CH3:12])[CH3:11])=[O:8])[C@@H:4]([CH3:14])[CH2:3]1.CCN(C(C)C)C(C)C.[Cl:24][C:25]1[CH:30]=[CH:29][C:28]([Cl:31])=[CH:27][C:26]=1[S:32](Cl)(=[O:34])=[O:33], predict the reaction product. The product is: [Cl:24][C:25]1[CH:30]=[CH:29][C:28]([Cl:31])=[CH:27][C:26]=1[S:32]([NH:1][C@H:2]1[CH2:6][N:5]([C:7]([O:9][C:10]([CH3:13])([CH3:12])[CH3:11])=[O:8])[C@@H:4]([CH3:14])[CH2:3]1)(=[O:34])=[O:33]. (7) The product is: [F:1][C:2]1[CH:3]=[CH:4][C:5]([CH2:6][C@H:7]([NH:30][C:31]([C:33]2[NH:42][C:36]3=[CH:37][N:38]=[C:39]([Cl:41])[CH:40]=[C:35]3[CH:34]=2)=[O:32])[C:8]([N:10]2[CH2:11][CH2:12][CH:13]([NH:16][CH3:29])[CH2:14][CH2:15]2)=[O:9])=[CH:43][CH:44]=1. Given the reactants [F:1][C:2]1[CH:44]=[CH:43][C:5]([CH2:6][C@H:7]([NH:30][C:31]([C:33]2[NH:42][C:36]3=[CH:37][N:38]=[C:39]([Cl:41])[CH:40]=[C:35]3[CH:34]=2)=[O:32])[C:8]([N:10]2[CH2:15][CH2:14][CH:13]([N:16]([CH3:29])S(C3C=CC=CC=3[N+]([O-])=O)(=O)=O)[CH2:12][CH2:11]2)=[O:9])=[CH:4][CH:3]=1.C1C=CC(S)=CC=1.C(=O)([O-])[O-].[K+].[K+].Cl, predict the reaction product. (8) Given the reactants Br[C:2]1[CH:3]=[C:4]([CH3:7])[S:5][CH:6]=1.[CH3:8][Si:9]([C:12]#[CH:13])([CH3:11])[CH3:10].C(N(CC)CC)C, predict the reaction product. The product is: [CH3:8][Si:9]([CH3:11])([CH3:10])[C:12]#[C:13][C:2]1[CH:3]=[C:4]([CH3:7])[S:5][CH:6]=1.